This data is from Catalyst prediction with 721,799 reactions and 888 catalyst types from USPTO. The task is: Predict which catalyst facilitates the given reaction. Reactant: Cl[C:2]1[CH:7]=[C:6]([O:8][CH3:9])[CH:5]=[CH:4][N:3]=1.[Br-:10].[CH:11]1([Zn+])[CH2:13][CH2:12]1.C([O-])(O)=O.[Na+]. Product: [Br:10][C:5]1[C:6]([O:8][CH3:9])=[CH:7][C:2]([CH:11]2[CH2:13][CH2:12]2)=[N:3][CH:4]=1. The catalyst class is: 176.